This data is from hERG potassium channel inhibition data for cardiac toxicity prediction from Karim et al.. The task is: Regression/Classification. Given a drug SMILES string, predict its toxicity properties. Task type varies by dataset: regression for continuous values (e.g., LD50, hERG inhibition percentage) or binary classification for toxic/non-toxic outcomes (e.g., AMES mutagenicity, cardiotoxicity, hepatotoxicity). Dataset: herg_karim. (1) The result is 1 (blocker). The compound is C[n+]1c(COc2ccccc2)cccc1COc1ccccc1. (2) The molecule is Cc1cccc(-c2n[nH]cc2-c2ccc3ncccc3n2)n1. The result is 0 (non-blocker).